From a dataset of Reaction yield outcomes from USPTO patents with 853,638 reactions. Predict the reaction yield, written as a fraction of the theoretical maximum amount of product (1.0 means a 100% yield; for example, 0.34 means a 34% yield). (1) The reactants are [Na+].[Br-:2].CS(O[CH2:8][C@@H:9]1[CH2:13][C:12]([F:15])([F:14])[CH2:11][N:10]1[C:16]1[CH:21]=[CH:20][C:19]([N+:22]([O-:24])=[O:23])=[C:18]([C:25]([F:28])([F:27])[F:26])[CH:17]=1)(=O)=O. The catalyst is C(#N)C.C(OCC)(=O)C.O. The product is [Br:2][CH2:8][C@@H:9]1[CH2:13][C:12]([F:15])([F:14])[CH2:11][N:10]1[C:16]1[CH:21]=[CH:20][C:19]([N+:22]([O-:24])=[O:23])=[C:18]([C:25]([F:28])([F:27])[F:26])[CH:17]=1. The yield is 0.720. (2) The reactants are [Cl:1][C:2]1[CH:11]=[CH:10][C:5]([C:6]([NH:8][NH2:9])=O)=[CH:4][C:3]=1[C:12]([F:15])([F:14])[F:13].I.CS[C:19](=[NH:28])[NH:20][C:21]1[CH:26]=[CH:25][C:24]([OH:27])=[CH:23][CH:22]=1. The catalyst is N1C=CC=CC=1. The product is [Cl:1][C:2]1[CH:11]=[CH:10][C:5]([C:6]2[NH:28][C:19]([NH:20][C:21]3[CH:26]=[CH:25][C:24]([OH:27])=[CH:23][CH:22]=3)=[N:9][N:8]=2)=[CH:4][C:3]=1[C:12]([F:15])([F:14])[F:13]. The yield is 0.455. (3) The reactants are [CH:1]1([Mg]Cl)[CH2:6][CH2:5][CH2:4][CH2:3][CH2:2]1.[NH2:9][C:10]1[CH:17]=[CH:16][CH:15]=[CH:14][C:11]=1[C:12]#[N:13].Cl[C:19](OC)=[O:20]. The catalyst is CCOCC. The product is [CH:1]1([C:12]2[C:11]3[C:10](=[CH:17][CH:16]=[CH:15][CH:14]=3)[NH:9][C:19](=[O:20])[N:13]=2)[CH2:6][CH2:5][CH2:4][CH2:3][CH2:2]1. The yield is 0.140. (4) The reactants are C1(O[C:8](=[O:40])[NH:9][C:10]2[CH:15]=[C:14]([O:16][C:17]3[CH:22]=[CH:21][C:20]([NH:23][C:24]([C:26]4[C:27](=[O:39])[N:28]([C:33]5[CH:38]=[CH:37][CH:36]=[CH:35][CH:34]=5)[N:29]([CH3:32])[C:30]=4[CH3:31])=[O:25])=[CH:19][CH:18]=3)[CH:13]=[CH:12][N:11]=2)C=CC=CC=1.[CH3:41][NH:42][CH2:43][CH2:44][OH:45]. The catalyst is CN1C(=O)CCC1. The product is [OH:45][CH2:44][CH2:43][N:42]([CH3:41])[C:8](=[O:40])[NH:9][C:10]1[CH:15]=[C:14]([O:16][C:17]2[CH:18]=[CH:19][C:20]([NH:23][C:24]([C:26]3[C:27](=[O:39])[N:28]([C:33]4[CH:34]=[CH:35][CH:36]=[CH:37][CH:38]=4)[N:29]([CH3:32])[C:30]=3[CH3:31])=[O:25])=[CH:21][CH:22]=2)[CH:13]=[CH:12][N:11]=1. The yield is 0.520. (5) The reactants are [F:1][CH2:2][CH2:3][CH2:4]O.CC(OI1(OC(C)=O)(OC(C)=O)OC(=O)C2C=CC=CC1=2)=O.[N:28]1[C:29]2[N:30]([C:41]3[CH:47]=[CH:46][CH:45]=[CH:44][C:42]=3[N:43]=2)[CH:31]=[CH:32][C:33]=1[C:34]1[CH:40]=[CH:39][C:37]([NH2:38])=[CH:36][CH:35]=1.[BH-](OC(C)=O)(OC(C)=O)OC(C)=O.[Na+]. The catalyst is C(Cl)Cl. The product is [N:28]1[C:29]2[N:30]([C:41]3[CH:47]=[CH:46][CH:45]=[CH:44][C:42]=3[N:43]=2)[CH:31]=[CH:32][C:33]=1[C:34]1[CH:35]=[CH:36][C:37]([NH:38][CH2:4][CH2:3][CH2:2][F:1])=[CH:39][CH:40]=1. The yield is 0.330. (6) The reactants are Cl[C:2]1[NH:7][C:6]([NH2:21])([NH:8][CH:9]([C:11]2[CH:20]=[CH:19][C:18]3[C:13](=[CH:14][CH:15]=[CH:16][CH:17]=3)[CH:12]=2)[CH3:10])[N:5]=[CH:4][N:3]=1.C(O[C:27](=[O:45])[CH:28]([NH:37][C:38]([O:40][C:41]([CH3:44])([CH3:43])[CH3:42])=[O:39])[CH2:29][C:30]1[CH:35]=[CH:34][C:33]([OH:36])=[CH:32][CH:31]=1)(C)(C)C.[C:46](=O)([O-])[O-].[K+].[K+].[CH:52]([OH:55])([CH3:54])[CH3:53]. No catalyst specified. The product is [C:52]([O:55][C:27](=[O:45])[CH:28]([NH:37][C:38]([O:40][C:41]([CH3:42])([CH3:43])[CH3:44])=[O:39])[CH2:29][C:30]1[CH:31]=[CH:32][C:33]([O:36][C:4]2[N:3]=[C:2]([NH2:7])[N:21]=[C:6]([NH:8][CH:9]([C:11]3[CH:20]=[CH:19][C:18]4[C:13](=[CH:14][CH:15]=[CH:16][CH:17]=4)[CH:12]=3)[CH3:10])[N:5]=2)=[CH:34][CH:35]=1)([CH3:46])([CH3:54])[CH3:53]. The yield is 0.280.